Dataset: Reaction yield outcomes from USPTO patents with 853,638 reactions. Task: Predict the reaction yield, written as a fraction of the theoretical maximum amount of product (1.0 means a 100% yield; for example, 0.34 means a 34% yield). (1) The reactants are Br[C:2]1[CH:3]=[C:4]([NH2:9])[CH:5]=[CH:6][C:7]=1[F:8].C(B(CC)[C:13]1[CH:14]=[N:15][CH:16]=[CH:17][CH:18]=1)C.C(=O)([O-])[O-].[K+].[K+]. The catalyst is COCCOC.O.C1C=CC([P]([Pd]([P](C2C=CC=CC=2)(C2C=CC=CC=2)C2C=CC=CC=2)([P](C2C=CC=CC=2)(C2C=CC=CC=2)C2C=CC=CC=2)[P](C2C=CC=CC=2)(C2C=CC=CC=2)C2C=CC=CC=2)(C2C=CC=CC=2)C2C=CC=CC=2)=CC=1. The product is [F:8][C:7]1[CH:6]=[CH:5][C:4]([NH2:9])=[CH:3][C:2]=1[C:13]1[CH:14]=[N:15][CH:16]=[CH:17][CH:18]=1. The yield is 0.460. (2) The reactants are CCO.C1(C)C(S([N:13]2[CH:17]=[CH:16][CH:15]=[C:14]2[C:18](=[O:32])[C:19]2[CH:24]=[CH:23][C:22]([NH:25]C(=O)C(F)(F)F)=[CH:21][CH:20]=2)(=O)=O)=CC=CC=1.[OH-].[K+]. The catalyst is CCOC(C)=O. The product is [NH2:25][C:22]1[CH:23]=[CH:24][C:19]([C:18]([C:14]2[NH:13][CH:17]=[CH:16][CH:15]=2)=[O:32])=[CH:20][CH:21]=1. The yield is 0.940. (3) The reactants are [CH:1]1([C:4](Cl)=[O:5])[CH2:3][CH2:2]1.Cl.[NH2:8][CH2:9][C:10]1[CH:15]=[CH:14][C:13]([C:16]([N:18]2[CH2:27][C:26]3[CH:25]=[N:24][N:23]([CH3:28])[C:22]=3[NH:21][C:20]3[CH:29]=[C:30]([Cl:33])[CH:31]=[CH:32][C:19]2=3)=[O:17])=[CH:12][C:11]=1[Cl:34].CC1C=C2N=C3C(=NC(NC3=O)=O)N(C[C@H](O)[C@H](O)[C@H](O)COP([O-])(O)=O)C2=CC=1C.[Na+].CCN(C(C)C)C(C)C. The yield is 0.570. The catalyst is ClCCl. The product is [Cl:34][C:11]1[CH:12]=[C:13]([C:16]([N:18]2[CH2:27][C:26]3[CH:25]=[N:24][N:23]([CH3:28])[C:22]=3[NH:21][C:20]3[CH:29]=[C:30]([Cl:33])[CH:31]=[CH:32][C:19]2=3)=[O:17])[CH:14]=[CH:15][C:10]=1[CH2:9][NH:8][C:4]([CH:1]1[CH2:3][CH2:2]1)=[O:5]. (4) The reactants are [N+:1]([C:4]1[CH:5]=[N:6][C:7](SC)=[CH:8][CH:9]=1)([O-:3])=[O:2].[S:12](=[O:16])(=O)(O)[OH:13].[Mn]([O-])(=O)(=O)=O.[K+].[CH3:23]C(C)=O. No catalyst specified. The product is [N+:1]([C:4]1[CH:5]=[N:6][C:7]([S:12]([CH3:23])(=[O:16])=[O:13])=[CH:8][CH:9]=1)([O-:3])=[O:2]. The yield is 0.700. (5) The catalyst is [Pd].C(Cl)(Cl)Cl.CO. The reactants are C([N:8]1[CH:13]2[CH2:14][CH2:15][CH:9]1[CH2:10][C:11]([C:17]1[CH:26]=[CH:25][C:24]3[C:19](=[CH:20][CH:21]=[CH:22][CH:23]=3)[CH:18]=1)([OH:16])[CH2:12]2)C1C=CC=CC=1.C([O-])=O.[NH4+].CO. The yield is 0.720. The product is [CH:18]1[C:19]2[C:24](=[CH:23][CH:22]=[CH:21][CH:20]=2)[CH:25]=[CH:26][C:17]=1[C:11]1([OH:16])[CH2:12][CH:13]2[NH:8][CH:9]([CH2:15][CH2:14]2)[CH2:10]1. (6) The reactants are [O:1]=[C:2]1[CH2:7][O:6][C:5]2[CH:8]=[CH:9][C:10]([CH:12]=[O:13])=[N:11][C:4]=2[NH:3]1.[OH:14]OS([O-])=O.[K+]. The catalyst is CN(C=O)C. The product is [O:1]=[C:2]1[CH2:7][O:6][C:5]2[CH:8]=[CH:9][C:10]([C:12]([OH:14])=[O:13])=[N:11][C:4]=2[NH:3]1. The yield is 0.700.